Regression/Classification. Given a drug SMILES string, predict its absorption, distribution, metabolism, or excretion properties. Task type varies by dataset: regression for continuous measurements (e.g., permeability, clearance, half-life) or binary classification for categorical outcomes (e.g., BBB penetration, CYP inhibition). Dataset: cyp2d6_veith. From a dataset of CYP2D6 inhibition data for predicting drug metabolism from PubChem BioAssay. (1) The drug is O=C(O)Cc1ccc(O)c(O)c1. The result is 0 (non-inhibitor). (2) The compound is CC(=O)OC1CCC(OC(C)=O)c2c1n([O-])c(C)c(C)[n+]2=O. The result is 0 (non-inhibitor). (3) The molecule is O=C(c1cnccn1)N1CCC2(CC1)CN(Cc1nccs1)C2. The result is 0 (non-inhibitor). (4) The compound is COC(=O)N1CCC2(CC1)CN(C(=O)Nc1ccc(OC)cc1)C2. The result is 0 (non-inhibitor). (5) The result is 0 (non-inhibitor). The molecule is COc1cccc(Nc2ncc3nc(-c4cc(F)cc(F)c4)c(=O)n(C[C@H]4CCCO4)c3n2)c1. (6) The molecule is CC[C@]1(O)C[C@@H]2CN(CCc3c([nH]c4ccccc34)[C@](C(=O)OC)(c3cc4c(cc3OC)N(C=O)[C@H]3[C@@](O)(C(=O)OC)[C@H](C(=O)OC)[C@@]5(CC)C=CCN6CC[C@]43[C@H]65)C2)C1. The result is 0 (non-inhibitor). (7) The compound is Nc1ccc(C(=O)N/N=C/c2ccccc2)cc1. The result is 0 (non-inhibitor). (8) The drug is COc1ccc(C(=O)O/N=C/c2ccc(S(=O)c3ccc(Cl)cc3)nc2)cc1. The result is 0 (non-inhibitor). (9) The molecule is Cc1sc(NC(=O)c2ccc(OCC(C)C)cc2)c(C(N)=O)c1-c1ccc(Cl)cc1Cl. The result is 0 (non-inhibitor). (10) The result is 0 (non-inhibitor). The molecule is COc1nc(Cl)c(Cl)c(Cl)n1.COc1nc(Cl)nc(Cl)c1Cl.